Dataset: Forward reaction prediction with 1.9M reactions from USPTO patents (1976-2016). Task: Predict the product of the given reaction. (1) The product is: [Cl:19][C:13]1[CH:14]=[CH:15][CH:16]=[C:17]2[C:12]=1[C:11](=[O:20])[N:10]([C:21]1[CH:26]=[CH:25][CH:24]=[CH:23][CH:22]=1)[C:9]([C@@H:7]([NH:6][C:4](=[O:5])[C:3]1[CH:27]=[CH:28][CH:29]=[N:30][C:2]=1[N:31]1[CH2:36][CH2:35][O:34][CH2:33][CH2:32]1)[CH3:8])=[CH:18]2. Given the reactants Br[C:2]1[N:30]=[CH:29][CH:28]=[CH:27][C:3]=1[C:4]([NH:6][C@H:7]([C:9]1[N:10]([C:21]2[CH:26]=[CH:25][CH:24]=[CH:23][CH:22]=2)[C:11](=[O:20])[C:12]2[C:17]([CH:18]=1)=[CH:16][CH:15]=[CH:14][C:13]=2[Cl:19])[CH3:8])=[O:5].[NH:31]1[CH2:36][CH2:35][O:34][CH2:33][CH2:32]1, predict the reaction product. (2) Given the reactants [CH3:1][C:2]1[C:10]2[S:11][CH:12]=[CH:13][C:9]=2[C:8]([CH3:14])=[C:4]2[S:5][CH:6]=[CH:7][C:3]=12.C([Li])(C)(C)C.[CH3:20][Sn:21](Cl)([CH3:23])[CH3:22], predict the reaction product. The product is: [CH3:14][C:8]1[C:4]2[S:5][C:6]([Sn:21]([CH3:23])([CH3:22])[CH3:20])=[CH:7][C:3]=2[C:2]([CH3:1])=[C:10]2[S:11][C:12]([Sn:21]([CH3:23])([CH3:22])[CH3:20])=[CH:13][C:9]=12. (3) Given the reactants [CH2:1]([N:8]1[CH2:17][CH2:16][C:15]2[C:14]([C:18]3[CH:23]=[CH:22]C=CC=3)=[N:13][C:12]([NH2:24])=[N:11][C:10]=2[CH2:9]1)[C:2]1[CH:7]=[CH:6][CH:5]=[CH:4][CH:3]=1.[O:25]1[CH2:30][CH2:29][CH2:28][CH2:27][CH:26]1[N:31]1C(B2OC(C)(C)C(C)(C)O2)=CC=[N:32]1.C1(B(O)O)C=CC=CC=1, predict the reaction product. The product is: [CH2:1]([N:8]1[CH2:17][CH2:16][C:15]2[C:14]([C:18]3[N:31]([CH:26]4[CH2:27][CH2:28][CH2:29][CH2:30][O:25]4)[N:32]=[CH:22][CH:23]=3)=[N:13][C:12]([NH2:24])=[N:11][C:10]=2[CH2:9]1)[C:2]1[CH:3]=[CH:4][CH:5]=[CH:6][CH:7]=1. (4) Given the reactants [CH2:1]([N:6]1[C:14]2[C:9](=[N:10][C:11]([C:15]([F:18])([F:17])[F:16])=[CH:12][CH:13]=2)[N:8]=[C:7]1[CH2:19]O)[CH2:2][CH:3]([CH3:5])[CH3:4].[CH:21]1([N:24]2[C:32]3[CH:31]=[CH:30][N:29]=[CH:28][C:27]=3[NH:26][C:25]2=[O:33])[CH2:23][CH2:22]1.C1(P(C2C=CC=CC=2)C2C=CC=CC=2)C=CC=CC=1.N(C([O-])=O)=NC([O-])=O, predict the reaction product. The product is: [CH:21]1([N:24]2[C:32]3[CH:31]=[CH:30][N:29]=[CH:28][C:27]=3[N:26]([CH2:19][C:7]3[N:6]([CH2:1][CH2:2][CH:3]([CH3:4])[CH3:5])[C:14]4[C:9]([N:8]=3)=[N:10][C:11]([C:15]([F:16])([F:17])[F:18])=[CH:12][CH:13]=4)[C:25]2=[O:33])[CH2:23][CH2:22]1. (5) Given the reactants [NH2:1][C:2]1[CH:3]=[C:4]([C:8]2[N:13]=[N:12][C:11]([N:14]([CH2:17][C:18]3[CH:23]=[CH:22][CH:21]=[CH:20][CH:19]=3)[CH2:15][CH3:16])=[CH:10][CH:9]=2)[CH:5]=[CH:6][CH:7]=1.N1C=CC=CC=1.[S:30](O[S:30]([C:33]([F:36])([F:35])[F:34])(=[O:32])=[O:31])([C:33]([F:36])([F:35])[F:34])(=[O:32])=[O:31], predict the reaction product. The product is: [CH2:17]([N:14]([CH2:15][CH3:16])[C:11]1[N:12]=[N:13][C:8]([C:4]2[CH:3]=[C:2]([NH:1][S:30]([C:33]([F:36])([F:35])[F:34])(=[O:32])=[O:31])[CH:7]=[CH:6][CH:5]=2)=[CH:9][CH:10]=1)[C:18]1[CH:19]=[CH:20][CH:21]=[CH:22][CH:23]=1. (6) The product is: [C:1]1([C:7]2([C:10]3[N:15]=[C:14]4[S:16][C:17]([C:19]5[CH:20]=[C:21]6[C:25](=[CH:26][CH:27]=5)[N:24]([CH2:28][CH2:29][CH2:30][C:31]([OH:33])=[O:32])[CH:23]=[CH:22]6)=[N:18][C:13]4=[CH:12][CH:11]=3)[CH2:9][CH2:8]2)[CH:2]=[CH:3][CH:4]=[CH:5][CH:6]=1. Given the reactants [C:1]1([C:7]2([C:10]3[N:15]=[C:14]4[S:16][C:17]([C:19]5[CH:20]=[C:21]6[C:25](=[CH:26][CH:27]=5)[N:24]([CH2:28][CH2:29][CH2:30][C:31]([O:33]C)=[O:32])[CH:23]=[CH:22]6)=[N:18][C:13]4=[CH:12][CH:11]=3)[CH2:9][CH2:8]2)[CH:6]=[CH:5][CH:4]=[CH:3][CH:2]=1.O.[OH-].[Li+], predict the reaction product.